Dataset: Reaction yield outcomes from USPTO patents with 853,638 reactions. Task: Predict the reaction yield, written as a fraction of the theoretical maximum amount of product (1.0 means a 100% yield; for example, 0.34 means a 34% yield). The reactants are [NH2:1][C:2]1[N:10]=[CH:9][N:8]=[C:7]2[C:3]=1[N:4]=[CH:5][N:6]2[C@H:11]1[C@@H:15]2[O:16][C:17]([CH3:20])([CH3:19])[O:18][C@@H:14]2[C@@H:13]([CH2:21][OH:22])[O:12]1.C[Si](Cl)(C)C.[Br:28][C:29]1[CH:37]=[CH:36][C:32]([C:33](Cl)=[O:34])=[CH:31][CH:30]=1.N. The catalyst is N1C=CC=CC=1.O. The product is [Br:28][C:29]1[CH:37]=[CH:36][C:32]([C:33]([NH:1][C:2]2[N:10]=[CH:9][N:8]=[C:7]3[C:3]=2[N:4]=[CH:5][N:6]3[C@H:11]2[C@H:15]3[C@H:14]([O:18][C:17]([CH3:19])([CH3:20])[O:16]3)[C@@H:13]([CH2:21][OH:22])[O:12]2)=[O:34])=[CH:31][CH:30]=1. The yield is 0.490.